This data is from Reaction yield outcomes from USPTO patents with 853,638 reactions. The task is: Predict the reaction yield, written as a fraction of the theoretical maximum amount of product (1.0 means a 100% yield; for example, 0.34 means a 34% yield). The reactants are [N:1]1([C:7]2[C:12]([C:13]3[CH:14]=[CH:15][C:16]4[C:17]5[N:31](C6CCCCO6)[N:30]=[CH:29][C:18]=5[C:19](=[O:28])[N:20]([CH2:23][C:24]([F:27])([F:26])[F:25])[C:21]=4[CH:22]=3)=[CH:11][CH:10]=[CH:9][N:8]=2)[CH2:6][CH2:5][CH2:4][CH2:3][CH2:2]1.N1(C2C(C3C=CC4C5NN(C6CCCCO6)CC=5C(=O)N(CC(F)(F)F)C=4C=3)=CC=CN=2)CCCCC1.[ClH:75]. The catalyst is O. The product is [ClH:75].[N:1]1([C:7]2[C:12]([C:13]3[CH:14]=[CH:15][C:16]4[C:17]5[NH:31][N:30]=[CH:29][C:18]=5[C:19](=[O:28])[N:20]([CH2:23][C:24]([F:26])([F:25])[F:27])[C:21]=4[CH:22]=3)=[CH:11][CH:10]=[CH:9][N:8]=2)[CH2:2][CH2:3][CH2:4][CH2:5][CH2:6]1. The yield is 0.860.